The task is: Predict the reactants needed to synthesize the given product.. This data is from Full USPTO retrosynthesis dataset with 1.9M reactions from patents (1976-2016). (1) Given the product [CH3:21][CH:9]([NH:12][CH2:13][CH2:14][N:15]1[CH2:20][CH2:19][CH2:18][CH2:17][CH2:16]1)[C:8]([C:5]1[CH:6]=[CH:7][CH:2]=[CH:3][CH:4]=1)=[O:10], predict the reactants needed to synthesize it. The reactants are: F[C:2]1[CH:7]=[CH:6][C:5]([C:8](=[O:10])[CH3:9])=[CH:4][CH:3]=1.C[NH:12][CH2:13][CH2:14][N:15]1[CH2:20][CH2:19][CH2:18][CH2:17][CH2:16]1.[C:21]([O-])([O-])=O.[K+].[K+]. (2) Given the product [NH2:53][C:54]1[N:55]=[CH:56][C:57]([NH:60][C:13](=[O:15])[C:12]2[C:16]([F:27])=[CH:17][CH:18]=[C:19]([NH:20][S:21]([CH2:24][CH2:25][CH3:26])(=[O:23])=[O:22])[C:11]=2[F:10])=[CH:58][CH:59]=1, predict the reactants needed to synthesize it. The reactants are: C(N(C(C)C)CC)(C)C.[F:10][C:11]1[C:19]([NH:20][S:21]([CH2:24][CH2:25][CH3:26])(=[O:23])=[O:22])=[CH:18][CH:17]=[C:16]([F:27])[C:12]=1[C:13]([OH:15])=O.O.OC1C2N=NNC=2C=CC=1.Cl.C(N=C=NCCCN(C)C)C.Cl.Cl.[NH2:53][C:54]1[CH:59]=[CH:58][C:57]([NH2:60])=[CH:56][N:55]=1.